From a dataset of Reaction yield outcomes from USPTO patents with 853,638 reactions. Predict the reaction yield, written as a fraction of the theoretical maximum amount of product (1.0 means a 100% yield; for example, 0.34 means a 34% yield). (1) The reactants are [F:1][C:2]1[C:3]([NH2:9])=[N:4][C:5](=[O:8])[NH:6][CH:7]=1.C(Cl)Cl.C(O[C@@H:17]1[O:29][C@H:28]([CH3:30])[C@@H:23]([O:24][C:25](=[O:27])[CH3:26])[C@H:18]1[O:19][C:20](=[O:22])[CH3:21])(=O)C.C(=O)(O)[O-].[Na+]. The catalyst is C1(C)C=CC=CC=1.O. The product is [C:20]([O:19][C@@H:18]1[C@H:23]([O:24][C:25](=[O:27])[CH3:26])[C@@H:28]([CH3:30])[O:29][C@H:17]1[N:6]1[CH:7]=[C:2]([F:1])[C:3]([NH2:9])=[N:4][C:5]1=[O:8])(=[O:22])[CH3:21]. The yield is 0.720. (2) The reactants are C(OC([N:8]1[CH2:13][CH2:12][CH:11]([CH2:14][N:15]2[CH:19]=[N:18][C:17]([C@:20]([CH:28]3[CH2:33][CH2:32][CH2:31][CH2:30][CH2:29]3)([OH:27])[C:21]3[CH:26]=[CH:25][CH:24]=[CH:23][CH:22]=3)=[N:16]2)[CH2:10][CH2:9]1)=O)(C)(C)C.Cl.CCOCC. The product is [CH:28]1([C@@:20]([C:21]2[CH:26]=[CH:25][CH:24]=[CH:23][CH:22]=2)([C:17]2[N:18]=[CH:19][N:15]([CH2:14][CH:11]3[CH2:12][CH2:13][NH:8][CH2:9][CH2:10]3)[N:16]=2)[OH:27])[CH2:33][CH2:32][CH2:31][CH2:30][CH2:29]1. The yield is 0.920. The catalyst is C(Cl)Cl. (3) The reactants are [CH2:1]([N:8]1[CH2:14][C:13]2[N:15]=[CH:16][C:17](Cl)=[N:18][C:12]=2[O:11][CH2:10][CH2:9]1)[C:2]1[CH:7]=[CH:6][CH:5]=[CH:4][CH:3]=1.[CH2:20]([C@@H:22]1[CH2:27][O:26][CH2:25][CH2:24][NH:23]1)[CH3:21].CC(C1C=C(C(C)C)C(C2C=CC=CC=2P(C2CCCCC2)C2CCCCC2)=C(C(C)C)C=1)C.CC(C)([O-])C.[Na+]. The catalyst is C1(C)C=CC=CC=1.C1C=CC(/C=C/C(/C=C/C2C=CC=CC=2)=O)=CC=1.C1C=CC(/C=C/C(/C=C/C2C=CC=CC=2)=O)=CC=1.C1C=CC(/C=C/C(/C=C/C2C=CC=CC=2)=O)=CC=1.[Pd].[Pd].O. The product is [CH2:1]([N:8]1[CH2:14][C:13]2[N:15]=[CH:16][C:17]([N:23]3[CH2:24][CH2:25][O:26][CH2:27][C@H:22]3[CH2:20][CH3:21])=[N:18][C:12]=2[O:11][CH2:10][CH2:9]1)[C:2]1[CH:7]=[CH:6][CH:5]=[CH:4][CH:3]=1. The yield is 0.330. (4) The reactants are [H-].[Na+].[NH:3]1[CH:7]=[C:6]([CH:8]=[O:9])[N:5]=[CH:4]1.[C:10]([O:16][CH2:17]Cl)(=[O:15])[C:11]([CH3:14])([CH3:13])[CH3:12]. The catalyst is O1CCCC1.CN(C=O)C. The product is [C:10]([O:16][CH2:17][N:3]1[CH:7]=[C:6]([CH:8]=[O:9])[N:5]=[CH:4]1)(=[O:15])[C:11]([CH3:14])([CH3:13])[CH3:12]. The yield is 0.980.